From a dataset of Experimentally validated miRNA-target interactions with 360,000+ pairs, plus equal number of negative samples. Binary Classification. Given a miRNA mature sequence and a target amino acid sequence, predict their likelihood of interaction. (1) The miRNA is hsa-miR-34b-3p with sequence CAAUCACUAACUCCACUGCCAU. The protein sequence of the target gene is MKLGRAVLGLLLLAPSVVQAVEPISLGLALAGVLTGYIYPRLYCLFAECCGQKRSLSREALQKDLDDNLFGQHLAKKIILNAVFGFINNPKPKKPLTLSLHGWTGTGKNFVSKIIAENIYEGGLNSDYVHLFVATLHFPHASNITLYKDQLQLWIRGNVSACARSIFIFDEMDKMHAGLIDAIKPFLDYYDLVDGVSYQKAMFIFLSNAGAERITDVALDFWRSGKQREDIKLKDIEHALSVSVFNNKNSGFWHSSLIDRNLIDYFVPFLPLEYKHLKMCIRVEMQSRGYEIDEDIVSRV.... Result: 1 (interaction). (2) The protein sequence of the target gene is MGPVGAEADENQTVEVKVEPYGPGHTTPRGELPPDPEPELIDSTKLVEVQVILILAYCSIILLGVVGNSLVIHVVIKFKSMRTVTNFFIANLAVADLLVNTLCLPFTLTYTLMGEWKMGPVLCHLVPYAQGLAVQVSTITLTVIALDRHRCIVYHLESKISKRISFLIIGLAWGISALLASPLAIFREYSLIEIIPDFEIVACTEKWPGEEKSVYGTVYSLSTLLILYVLPLGIISFSYTRIWSKLRNHVSPGAASDHYHQRRHKMTKMLVCVVVVFAVSWLPLHAFQLAVDIDSHVLDL.... The miRNA is mmu-miR-19b-3p with sequence UGUGCAAAUCCAUGCAAAACUGA. Result: 1 (interaction).